This data is from Reaction yield outcomes from USPTO patents with 853,638 reactions. The task is: Predict the reaction yield, written as a fraction of the theoretical maximum amount of product (1.0 means a 100% yield; for example, 0.34 means a 34% yield). (1) The reactants are [C:1]12([NH:6][C:7]3[C:12](Br)=[CH:11][N:10]=[C:9]([Cl:14])[N:8]=3)[CH2:5][CH:3]([CH2:4]1)[CH2:2]2.[CH2:15]([O:17]/[CH:18]=[CH:19]\[Sn](CCCC)(CCCC)CCCC)[CH3:16]. The catalyst is C1(C)C=CC=CC=1.C1C=CC([P]([Pd]([P](C2C=CC=CC=2)(C2C=CC=CC=2)C2C=CC=CC=2)([P](C2C=CC=CC=2)(C2C=CC=CC=2)C2C=CC=CC=2)[P](C2C=CC=CC=2)(C2C=CC=CC=2)C2C=CC=CC=2)(C2C=CC=CC=2)C2C=CC=CC=2)=CC=1. The product is [C:1]12([NH:6][C:7]3[C:12](/[CH:16]=[CH:15]\[O:17][CH2:18][CH3:19])=[CH:11][N:10]=[C:9]([Cl:14])[N:8]=3)[CH2:5][CH:3]([CH2:4]1)[CH2:2]2. The yield is 0.770. (2) The reactants are [CH3:1][O:2][C:3](=[O:10])[C@@H:4]([CH2:6][CH:7]([CH3:9])[CH3:8])[NH2:5].[CH2:11]1[CH2:17][S:14](=[O:16])(=[O:15])[O:13][CH2:12]1. The catalyst is C(#N)C. The product is [CH3:1][O:2][C:3]([C@H:4]([NH:5][CH2:12][CH2:11][CH2:17][S:14]([OH:16])(=[O:15])=[O:13])[CH2:6][CH:7]([CH3:9])[CH3:8])=[O:10]. The yield is 0.600. (3) The reactants are [Cl:1][C:2]1[CH:3]=[C:4]([NH:11][C:12]2[CH:17]=[CH:16][CH:15]=[C:14]([C:18]([F:21])([F:20])[F:19])[N:13]=2)[C:5]2[N:6]([CH:8]=[CH:9][N:10]=2)[N:7]=1.[C:22]1(B(O)O)[CH:27]=[CH:26][CH:25]=[CH:24][CH:23]=1.CC(C1C=C(C(C)C)C(C2C=CC=CC=2P(C2CCCCC2)C2CCCCC2)=C(C(C)C)C=1)C.C([O-])([O-])=O.[K+].[K+]. The catalyst is O1CCOCC1.O.CO.Cl.C1C=CC(/C=C/C(/C=C/C2C=CC=CC=2)=O)=CC=1.C1C=CC(/C=C/C(/C=C/C2C=CC=CC=2)=O)=CC=1.C1C=CC(/C=C/C(/C=C/C2C=CC=CC=2)=O)=CC=1.[Pd].[Pd]. The product is [ClH:1].[C:22]1([C:2]2[CH:3]=[C:4]([NH:11][C:12]3[CH:17]=[CH:16][CH:15]=[C:14]([C:18]([F:21])([F:20])[F:19])[N:13]=3)[C:5]3[N:6]([CH:8]=[CH:9][N:10]=3)[N:7]=2)[CH:27]=[CH:26][CH:25]=[CH:24][CH:23]=1. The yield is 0.370. (4) The reactants are [C:1]([C:3]1[CH:4]=[C:5]([C:13]2[O:17][N:16]=[C:15]([C:18]3[CH:27]=[CH:26][CH:25]=[C:24]4[C:19]=3[CH2:20][CH2:21][CH2:22][C@@H:23]4[NH:28][CH2:29][C:30]([O:32][CH3:33])=[O:31])[N:14]=2)[CH:6]=[CH:7][C:8]=1[O:9][CH:10]([CH3:12])[CH3:11])#[N:2].[CH3:34][C:35]([O:38][C:39](O[C:39]([O:38][C:35]([CH3:37])([CH3:36])[CH3:34])=[O:40])=[O:40])([CH3:37])[CH3:36]. The catalyst is C(Cl)Cl. The product is [C:35]([O:38][C:39]([N:28]([C@@H:23]1[C:24]2[C:19](=[C:18]([C:15]3[N:14]=[C:13]([C:5]4[CH:6]=[CH:7][C:8]([O:9][CH:10]([CH3:12])[CH3:11])=[C:3]([C:1]#[N:2])[CH:4]=4)[O:17][N:16]=3)[CH:27]=[CH:26][CH:25]=2)[CH2:20][CH2:21][CH2:22]1)[CH2:29][C:30]([O:32][CH3:33])=[O:31])=[O:40])([CH3:37])([CH3:36])[CH3:34]. The yield is 0.760. (5) The reactants are [CH3:1][O:2][CH2:3][O:4][C:5]1[CH:6]=[CH:7][C:8]([CH2:11][C:12]([CH3:15])(O)[CH3:13])=[N:9][CH:10]=1.CCN(S(F)(F)[F:22])CC.C([O-])(O)=O.[Na+]. The catalyst is C(Cl)Cl. The product is [F:22][C:12]([CH3:15])([CH3:13])[CH2:11][C:8]1[CH:7]=[CH:6][C:5]([O:4][CH2:3][O:2][CH3:1])=[CH:10][N:9]=1. The yield is 0.756. (6) The reactants are [F:1][C:2]1[CH:3]=[C:4]([C:8]2([CH2:29][CH2:30][N:31]3[C@H:36]4[CH2:37][CH2:38][C@@H:32]3[CH2:33][CH:34]([N:39]3[C:43]5[CH:44]=[CH:45][CH:46]=[CH:47][C:42]=5[N:41]=[C:40]3[CH3:48])[CH2:35]4)[CH2:13][CH2:12][N:11]([C:14]([C@@H:16]([NH:21]C(=O)OC(C)(C)C)[C:17]([CH3:20])([CH3:19])[CH3:18])=[O:15])[CH2:10][CH2:9]2)[CH:5]=[CH:6][CH:7]=1.Cl. No catalyst specified. The product is [F:1][C:2]1[CH:3]=[C:4]([C:8]2([CH2:29][CH2:30][N:31]3[C@H:36]4[CH2:37][CH2:38][C@@H:32]3[CH2:33][CH:34]([N:39]3[C:43]5[CH:44]=[CH:45][CH:46]=[CH:47][C:42]=5[N:41]=[C:40]3[CH3:48])[CH2:35]4)[CH2:13][CH2:12][N:11]([C:14](=[O:15])[C@@H:16]([NH2:21])[C:17]([CH3:20])([CH3:19])[CH3:18])[CH2:10][CH2:9]2)[CH:5]=[CH:6][CH:7]=1. The yield is 0.990.